The task is: Predict the reaction yield, written as a fraction of the theoretical maximum amount of product (1.0 means a 100% yield; for example, 0.34 means a 34% yield).. This data is from Reaction yield outcomes from USPTO patents with 853,638 reactions. (1) The reactants are C(OC([N:8]1[CH2:12][CH2:11][CH2:10][C@H:9]1[CH2:13][O:14][C:15]1[CH:20]=[CH:19][C:18]([CH2:21][C:22]2[CH:27]=[CH:26][CH:25]=[CH:24][CH:23]=2)=[CH:17][N:16]=1)=O)(C)(C)C.[ClH:28]. The catalyst is C(OCC)C. The product is [ClH:28].[CH2:21]([C:18]1[CH:19]=[CH:20][C:15]([O:14][CH2:13][C@@H:9]2[CH2:10][CH2:11][CH2:12][NH:8]2)=[N:16][CH:17]=1)[C:22]1[CH:23]=[CH:24][CH:25]=[CH:26][CH:27]=1. The yield is 0.970. (2) The reactants are [CH2:1]=[CH:2][CH:3]=[CH2:4].[H-].[CH2:6]([Al+]CC(C)C)C(C)C.[Nd].C(Br)C=C. The yield is 0.870. The catalyst is [Nd].CCCCCC. The product is [CH2:1]=[CH:2][C:3](=[CH2:6])[CH3:4].[CH2:1]=[CH:2][CH:3]=[CH2:4].